Dataset: Full USPTO retrosynthesis dataset with 1.9M reactions from patents (1976-2016). Task: Predict the reactants needed to synthesize the given product. (1) Given the product [NH2:17][C:16]1[N:11]([C:8]2[CH:7]=[CH:6][C:5]([NH2:4])=[CH:10][CH:9]=2)[CH2:12][N:13]=[C:14]2[O:20][CH:19]=[CH:18][C:15]=12, predict the reactants needed to synthesize it. The reactants are: C([NH:4][C:5]1[CH:10]=[CH:9][C:8]([N:11]2[C:16]([NH2:17])=[C:15]3[CH:18]=[CH:19][O:20][C:14]3=[N:13][CH2:12]2)=[CH:7][CH:6]=1)(=O)C. (2) Given the product [CH2:10]([O:9][C:5]([CH:4]1[S:17][CH2:13][CH2:14][CH2:15][S:16]1)=[O:6])[CH3:11], predict the reactants needed to synthesize it. The reactants are: [CH2:5]([O:6][C:4](=[O:9])[CH:5]([O:9][CH2:10][CH3:11])[O:6][CH2:10][CH3:11])[CH3:4].[CH2:13]([SH:17])[CH2:14][CH2:15][SH:16].B(F)(F)F.CCOCC. (3) Given the product [Cl:39][CH2:2][C:3]1[C:4]([C:16]2[CH:21]=[CH:20][C:19]([O:22][CH2:23][O:24][CH3:25])=[CH:18][C:17]=2[O:26][CH3:27])=[CH:5][CH:6]=[C:7]2[C:12]=1[NH:11][C:10](=[O:13])[C:9]([CH3:15])([CH3:14])[NH:8]2, predict the reactants needed to synthesize it. The reactants are: O[CH2:2][C:3]1[C:4]([C:16]2[CH:21]=[CH:20][C:19]([O:22][CH2:23][O:24][CH3:25])=[CH:18][C:17]=2[O:26][CH3:27])=[CH:5][CH:6]=[C:7]2[C:12]=1[NH:11][C:10](=[O:13])[C:9]([CH3:15])([CH3:14])[NH:8]2.C(N(CC)CC)C.CS([Cl:39])(=O)=O. (4) Given the product [CH2:23]([N:30]1[CH2:35][CH2:34][N:33]([CH2:2][CH2:3][CH2:4][CH2:5][CH2:6][N:7]2[C:12](=[O:13])[N:11]([CH3:14])[C:10](=[O:15])[CH:9]=[N:8]2)[CH2:32][CH2:31]1)[C:24]1[CH:25]=[CH:26][CH:27]=[CH:28][CH:29]=1, predict the reactants needed to synthesize it. The reactants are: Cl[CH2:2][CH2:3][CH2:4][CH2:5][CH2:6][N:7]1[C:12](=[O:13])[N:11]([CH3:14])[C:10](=[O:15])[CH:9]=[N:8]1.C(N(CC)CC)C.[CH2:23]([N:30]1[CH2:35][CH2:34][NH:33][CH2:32][CH2:31]1)[C:24]1[CH:29]=[CH:28][CH:27]=[CH:26][CH:25]=1. (5) Given the product [CH2:1]([C:3]1[C:8]([OH:9])=[CH:7][C:6]([OH:13])=[C:5]([C:17]2[CH:18]=[CH:19][CH:20]=[CH:21][CH:22]=2)[C:4]=1[CH2:23][CH2:24][C:25]1[O:29][CH:28]=[N:27][C:26]=1[CH2:30][OH:31])[CH3:2], predict the reactants needed to synthesize it. The reactants are: [CH2:1]([C:3]1[C:8]([O:9]COC)=[CH:7][C:6]([O:13]COC)=[C:5]([C:17]2[CH:22]=[CH:21][CH:20]=[CH:19][CH:18]=2)[C:4]=1[CH2:23][CH2:24][C:25]1[O:29][CH:28]=[N:27][C:26]=1[CH2:30][OH:31])[CH3:2].O1CCOCC1.Cl.[OH-].[Na+]. (6) Given the product [CH3:24][O:23][C:20]1[N:19]=[C:18]([O:25][CH3:26])[C:17]([C:13]2[CH:12]=[C:11]([N:9]3[CH:10]=[C:6]([C:4]([C:29]4[CH:34]=[CH:33][CH:32]=[C:31]([O:35][CH3:36])[CH:30]=4)=[O:5])[N:7]=[CH:8]3)[CH:16]=[CH:15][CH:14]=2)=[CH:22][N:21]=1, predict the reactants needed to synthesize it. The reactants are: CON(C)[C:4]([C:6]1[N:7]=[CH:8][N:9]([C:11]2[CH:16]=[CH:15][CH:14]=[C:13]([C:17]3[C:18]([O:25][CH3:26])=[N:19][C:20]([O:23][CH3:24])=[N:21][CH:22]=3)[CH:12]=2)[CH:10]=1)=[O:5].Br[C:29]1[CH:30]=[C:31]([O:35][CH3:36])[CH:32]=[CH:33][CH:34]=1. (7) Given the product [Cl:1][C:2]1[CH:7]=[C:6]([Cl:8])[CH:5]=[CH:4][C:3]=1/[CH:9]=[CH:10]/[C:11]([NH:24][C:23]1[CH:25]=[CH:26][CH:27]=[C:21]([C:18]2[N:19]([CH3:20])[C:15]([CH3:14])=[N:16][CH:17]=2)[CH:22]=1)=[O:13], predict the reactants needed to synthesize it. The reactants are: [Cl:1][C:2]1[CH:7]=[C:6]([Cl:8])[CH:5]=[CH:4][C:3]=1[CH:9]=[CH:10][C:11]([OH:13])=O.[CH3:14][C:15]1[N:19]([CH3:20])[C:18]([C:21]2[CH:22]=[C:23]([CH:25]=[CH:26][CH:27]=2)[NH2:24])=[CH:17][N:16]=1. (8) Given the product [CH3:1][CH:2]([CH3:32])[CH2:3][CH:4]([C:16]1[CH:17]=[CH:18][C:19]([C:22]2[CH:23]=[CH:24][C:25]([C:28]([F:30])([F:31])[F:29])=[CH:26][CH:27]=2)=[CH:20][CH:21]=1)[O:5][C:6]1[CH:15]=[CH:14][C:9]([C:10]([NH:58][CH2:59][CH2:60][C:61]([O:63][CH3:64])=[O:62])=[O:11])=[CH:8][N:7]=1, predict the reactants needed to synthesize it. The reactants are: [CH3:1][CH:2]([CH3:32])[CH2:3][CH:4]([C:16]1[CH:21]=[CH:20][C:19]([C:22]2[CH:27]=[CH:26][C:25]([C:28]([F:31])([F:30])[F:29])=[CH:24][CH:23]=2)=[CH:18][CH:17]=1)[O:5][C:6]1[CH:15]=[CH:14][C:9]([C:10](OC)=[O:11])=[CH:8][N:7]=1.F[P-](F)(F)(F)(F)F.N1(OC(N(C)C)=[N+](C)C)C2N=CC=CC=2N=N1.Cl.[NH2:58][CH2:59][CH2:60][C:61]([O:63][CH3:64])=[O:62].C(N(C(C)C)CC)(C)C.[Na+].[Cl-].